From a dataset of NCI-60 drug combinations with 297,098 pairs across 59 cell lines. Regression. Given two drug SMILES strings and cell line genomic features, predict the synergy score measuring deviation from expected non-interaction effect. (1) Drug 1: CN(C(=O)NC(C=O)C(C(C(CO)O)O)O)N=O. Drug 2: C(CCl)NC(=O)N(CCCl)N=O. Cell line: HCT116. Synergy scores: CSS=46.9, Synergy_ZIP=-0.570, Synergy_Bliss=-3.91, Synergy_Loewe=-15.4, Synergy_HSA=-3.69. (2) Drug 1: CC(C)(C#N)C1=CC(=CC(=C1)CN2C=NC=N2)C(C)(C)C#N. Drug 2: CC=C1C(=O)NC(C(=O)OC2CC(=O)NC(C(=O)NC(CSSCCC=C2)C(=O)N1)C(C)C)C(C)C. Cell line: MOLT-4. Synergy scores: CSS=56.9, Synergy_ZIP=-0.127, Synergy_Bliss=-1.58, Synergy_Loewe=-47.8, Synergy_HSA=-4.61. (3) Drug 1: CNC(=O)C1=CC=CC=C1SC2=CC3=C(C=C2)C(=NN3)C=CC4=CC=CC=N4. Drug 2: B(C(CC(C)C)NC(=O)C(CC1=CC=CC=C1)NC(=O)C2=NC=CN=C2)(O)O. Cell line: ACHN. Synergy scores: CSS=0.0845, Synergy_ZIP=-1.01, Synergy_Bliss=-4.29, Synergy_Loewe=-5.31, Synergy_HSA=-6.18. (4) Drug 1: C1=CC=C(C(=C1)C(C2=CC=C(C=C2)Cl)C(Cl)Cl)Cl. Drug 2: C1CN(P(=O)(OC1)NCCCl)CCCl. Cell line: SNB-19. Synergy scores: CSS=2.01, Synergy_ZIP=0.571, Synergy_Bliss=2.02, Synergy_Loewe=-0.535, Synergy_HSA=-0.270. (5) Drug 1: CC12CCC3C(C1CCC2O)C(CC4=C3C=CC(=C4)O)CCCCCCCCCS(=O)CCCC(C(F)(F)F)(F)F. Drug 2: C1=NC2=C(N=C(N=C2N1C3C(C(C(O3)CO)O)F)Cl)N. Cell line: NCIH23. Synergy scores: CSS=36.3, Synergy_ZIP=-1.99, Synergy_Bliss=0.570, Synergy_Loewe=-11.0, Synergy_HSA=-1.59. (6) Drug 1: CC1=C2C(C(=O)C3(C(CC4C(C3C(C(C2(C)C)(CC1OC(=O)C(C(C5=CC=CC=C5)NC(=O)OC(C)(C)C)O)O)OC(=O)C6=CC=CC=C6)(CO4)OC(=O)C)OC)C)OC. Drug 2: C1=NNC2=C1C(=O)NC=N2. Cell line: ACHN. Synergy scores: CSS=44.2, Synergy_ZIP=0.864, Synergy_Bliss=1.10, Synergy_Loewe=2.83, Synergy_HSA=4.20. (7) Drug 1: CCC1=C2CN3C(=CC4=C(C3=O)COC(=O)C4(CC)O)C2=NC5=C1C=C(C=C5)O. Drug 2: CC1=C(N=C(N=C1N)C(CC(=O)N)NCC(C(=O)N)N)C(=O)NC(C(C2=CN=CN2)OC3C(C(C(C(O3)CO)O)O)OC4C(C(C(C(O4)CO)O)OC(=O)N)O)C(=O)NC(C)C(C(C)C(=O)NC(C(C)O)C(=O)NCCC5=NC(=CS5)C6=NC(=CS6)C(=O)NCCC[S+](C)C)O. Cell line: IGROV1. Synergy scores: CSS=25.1, Synergy_ZIP=-6.80, Synergy_Bliss=-0.772, Synergy_Loewe=2.16, Synergy_HSA=2.41. (8) Drug 1: CS(=O)(=O)C1=CC(=C(C=C1)C(=O)NC2=CC(=C(C=C2)Cl)C3=CC=CC=N3)Cl. Drug 2: C#CCC(CC1=CN=C2C(=N1)C(=NC(=N2)N)N)C3=CC=C(C=C3)C(=O)NC(CCC(=O)O)C(=O)O. Cell line: A549. Synergy scores: CSS=0.848, Synergy_ZIP=-1.98, Synergy_Bliss=-2.79, Synergy_Loewe=-3.24, Synergy_HSA=-3.96. (9) Drug 1: CC1=C2C(C(=O)C3(C(CC4C(C3C(C(C2(C)C)(CC1OC(=O)C(C(C5=CC=CC=C5)NC(=O)OC(C)(C)C)O)O)OC(=O)C6=CC=CC=C6)(CO4)OC(=O)C)OC)C)OC. Drug 2: CN(C(=O)NC(C=O)C(C(C(CO)O)O)O)N=O. Cell line: UACC-257. Synergy scores: CSS=17.4, Synergy_ZIP=2.63, Synergy_Bliss=1.65, Synergy_Loewe=-8.25, Synergy_HSA=3.25.